Dataset: Buchwald-Hartwig C-N cross coupling reaction yields with 55,370 reactions. Task: Predict the reaction yield, written as a fraction of the theoretical maximum amount of product (1.0 means a 100% yield; for example, 0.34 means a 34% yield). (1) The reactants are COc1ccc(Cl)cc1.Cc1ccc(N)cc1.O=S(=O)(O[Pd]1c2ccccc2-c2ccccc2N~1)C(F)(F)F.COc1ccc(OC)c(P([C@]23C[C@H]4C[C@H](C[C@H](C4)C2)C3)[C@]23C[C@H]4C[C@H](C[C@H](C4)C2)C3)c1-c1c(C(C)C)cc(C(C)C)cc1C(C)C.CN1CCCN2CCCN=C12.c1ccc(-c2ccno2)cc1. No catalyst specified. The product is COc1ccc(Nc2ccc(C)cc2)cc1. The yield is 0.00863. (2) The reactants are Brc1cccnc1.Cc1ccc(N)cc1.O=S(=O)(O[Pd]1c2ccccc2-c2ccccc2N~1)C(F)(F)F.COc1ccc(OC)c(P(C(C)(C)C)C(C)(C)C)c1-c1c(C(C)C)cc(C(C)C)cc1C(C)C.CCN=P(N=P(N(C)C)(N(C)C)N(C)C)(N(C)C)N(C)C.c1ccc(-c2ccon2)cc1. No catalyst specified. The product is Cc1ccc(Nc2cccnc2)cc1. The yield is 0.0481. (3) The product is Cc1ccc(Nc2cccnc2)cc1. The reactants are Ic1cccnc1.Cc1ccc(N)cc1.O=S(=O)(O[Pd]1c2ccccc2-c2ccccc2N~1)C(F)(F)F.CC(C)c1cc(C(C)C)c(-c2ccccc2P(C(C)(C)C)C(C)(C)C)c(C(C)C)c1.CN(C)C(=NC(C)(C)C)N(C)C.CCOC(=O)c1cc(OC)no1. No catalyst specified. The yield is 0.687. (4) The reactants are COc1ccc(Br)cc1.Cc1ccc(N)cc1.O=S(=O)(O[Pd]1c2ccccc2-c2ccccc2N~1)C(F)(F)F.COc1ccc(OC)c(P(C(C)(C)C)C(C)(C)C)c1-c1c(C(C)C)cc(C(C)C)cc1C(C)C.CN1CCCN2CCCN=C12.Cc1cc(-n2cccc2)no1. No catalyst specified. The product is COc1ccc(Nc2ccc(C)cc2)cc1. The yield is 0.472. (5) The reactants are COc1ccc(I)cc1.Cc1ccc(N)cc1.O=S(=O)(O[Pd]1c2ccccc2-c2ccccc2N~1)C(F)(F)F.COc1ccc(OC)c(P([C@]23C[C@H]4C[C@H](C[C@H](C4)C2)C3)[C@]23C[C@H]4C[C@H](C[C@H](C4)C2)C3)c1-c1c(C(C)C)cc(C(C)C)cc1C(C)C.CCN=P(N=P(N(C)C)(N(C)C)N(C)C)(N(C)C)N(C)C.COC(=O)c1cc(-c2ccco2)on1. No catalyst specified. The product is COc1ccc(Nc2ccc(C)cc2)cc1. The yield is 0.431.